From a dataset of Full USPTO retrosynthesis dataset with 1.9M reactions from patents (1976-2016). Predict the reactants needed to synthesize the given product. (1) Given the product [C:27]([C:26]1[CH:29]=[CH:30][C:23]([C:20]2[CH:21]=[CH:22][N:18]([CH2:17][CH2:16][NH:15][C:12]([C:9]3[NH:10][N:11]=[C:7]([C:4]4[CH:3]=[CH:2][N:1]=[CH:6][CH:5]=4)[CH:8]=3)=[O:14])[N:19]=2)=[CH:24][C:25]=1[CH3:31])#[N:28], predict the reactants needed to synthesize it. The reactants are: [N:1]1[CH:6]=[CH:5][C:4]([C:7]2[CH2:8][C:9]([C:12]([OH:14])=O)=[N:10][N:11]=2)=[CH:3][CH:2]=1.[NH2:15][CH2:16][CH2:17][N:18]1[CH:22]=[CH:21][C:20]([C:23]2[CH:30]=[CH:29][C:26]([C:27]#[N:28])=[C:25]([CH3:31])[CH:24]=2)=[N:19]1. (2) Given the product [Cl:1][C:2]1[CH:3]=[C:4]([CH:25]=[CH:26][C:27]=1[O:28][CH3:29])[CH2:5][NH:6][C:7]1[C:8]2[N:20]([CH3:21])[N:19]=[C:18]([CH2:22][CH2:23][CH3:24])[C:9]=2[N:10]=[C:11]([CH2:13][CH2:14][C:15]([Cl:32])=[O:16])[N:12]=1, predict the reactants needed to synthesize it. The reactants are: [Cl:1][C:2]1[CH:3]=[C:4]([CH:25]=[CH:26][C:27]=1[O:28][CH3:29])[CH2:5][NH:6][C:7]1[C:8]2[N:20]([CH3:21])[N:19]=[C:18]([CH2:22][CH2:23][CH3:24])[C:9]=2[N:10]=[C:11]([CH2:13][CH2:14][C:15](O)=[O:16])[N:12]=1.S(Cl)([Cl:32])=O. (3) Given the product [O:5]([CH2:2][C:1]([OH:4])=[O:3])[C:9]1[CH:8]=[CH:7][CH:12]=[CH:11][CH:10]=1, predict the reactants needed to synthesize it. The reactants are: [C:1]([O-:4])(=[O:3])[CH3:2].[OH-:5].[K+].[CH3:7][CH2:8][CH2:9][CH2:10][CH2:11][CH3:12].Cl.